This data is from Catalyst prediction with 721,799 reactions and 888 catalyst types from USPTO. The task is: Predict which catalyst facilitates the given reaction. (1) Reactant: C1C2C(=CC=CC=2)CC1C(O)=O.C[O:14][C:15]([CH:17]1[CH2:25][C:24]2[C:19](=[CH:20][CH:21]=[CH:22][C:23]=2[S:26]([N:29]2[CH:34]3[CH2:35][CH2:36][CH2:37][CH:30]2[CH2:31][N:32]([C:38]2[CH:43]=[CH:42][C:41]([O:44][C:45]([F:48])([F:47])[F:46])=[CH:40][CH:39]=2)[CH2:33]3)(=[O:28])=[O:27])[CH2:18]1)=[O:16].[Li+].[OH-].FC(F)(F)C1C=CC(C2CCNCC=2)=CC=1. Product: [F:48][C:45]([F:46])([F:47])[O:44][C:41]1[CH:40]=[CH:39][C:38]([N:32]2[CH2:33][CH:34]3[N:29]([S:26]([C:23]4[CH:22]=[CH:21][CH:20]=[C:19]5[C:24]=4[CH2:25][CH:17]([C:15]([OH:16])=[O:14])[CH2:18]5)(=[O:28])=[O:27])[CH:30]([CH2:37][CH2:36][CH2:35]3)[CH2:31]2)=[CH:43][CH:42]=1. The catalyst class is: 111. (2) Reactant: [Cl:1][C:2]1[CH:7]=[CH:6][C:5]([C@@H:8]2[O:14][CH2:13][CH2:12][N:11]([C:15]([O:17][C:18]([CH3:21])([CH3:20])[CH3:19])=[O:16])[CH2:10][C@H:9]2[CH2:22]OS(C)(=O)=O)=[CH:4][C:3]=1[F:28].[N-:29]=[N+:30]=[N-:31].[Na+]. Product: [N:29]([CH2:22][C@H:9]1[C@H:8]([C:5]2[CH:6]=[CH:7][C:2]([Cl:1])=[C:3]([F:28])[CH:4]=2)[O:14][CH2:13][CH2:12][N:11]([C:15]([O:17][C:18]([CH3:21])([CH3:20])[CH3:19])=[O:16])[CH2:10]1)=[N+:30]=[N-:31]. The catalyst class is: 3. (3) Reactant: O/[N:2]=[C:3](\[NH:13][C:14](=[O:22])[O:15]C1C=CC=CC=1)/[CH2:4][C:5]1[CH:10]=[CH:9][C:8]([I:11])=[C:7]([CH3:12])[CH:6]=1. Product: [I:11][C:8]1[CH:9]=[CH:10][C:5]([CH2:4][C:3]2[NH:13][C:14](=[O:15])[O:22][N:2]=2)=[CH:6][C:7]=1[CH3:12]. The catalyst class is: 11.